From a dataset of Forward reaction prediction with 1.9M reactions from USPTO patents (1976-2016). Predict the product of the given reaction. (1) Given the reactants C([O:3][C:4](=[O:12])[CH2:5][N:6]1[CH:10]=[C:9]([CH3:11])[N:8]=[N:7]1)C.CO.[OH-].[Li+].Cl, predict the reaction product. The product is: [CH3:11][C:9]1[N:8]=[N:7][N:6]([CH2:5][C:4]([OH:12])=[O:3])[CH:10]=1. (2) Given the reactants Br[CH2:2][C:3]([C:5]1[CH:10]=[CH:9][CH:8]=[C:7]([C:11]([F:14])([F:13])[F:12])[CH:6]=1)=O.[N+:15]([C:18]1[C:19]([NH2:24])=[N:20][CH:21]=[CH:22][CH:23]=1)([O-:17])=[O:16], predict the reaction product. The product is: [N+:15]([C:18]1[C:19]2[N:20]([CH:2]=[C:3]([C:5]3[CH:10]=[CH:9][CH:8]=[C:7]([C:11]([F:14])([F:13])[F:12])[CH:6]=3)[N:24]=2)[CH:21]=[CH:22][CH:23]=1)([O-:17])=[O:16]. (3) Given the reactants [O:1]=[C:2]1[N:7]([CH2:8][C:9]2[CH:10]=[C:11]([CH:15]=[CH:16][CH:17]=2)[C:12](Cl)=[O:13])[N:6]=[C:5]([C:18]2[O:22][N:21]=[C:20]([C:23]3[CH:28]=[CH:27][C:26]([C:29]([CH3:35])([CH3:34])[C:30]([F:33])([F:32])[F:31])=[CH:25][CH:24]=3)[N:19]=2)[CH:4]=[CH:3]1.[OH:36][CH:37]1[CH2:42][CH2:41][NH:40][CH2:39][CH2:38]1, predict the reaction product. The product is: [OH:36][CH:37]1[CH2:42][CH2:41][N:40]([C:12]([C:11]2[CH:10]=[C:9]([CH:17]=[CH:16][CH:15]=2)[CH2:8][N:7]2[C:2](=[O:1])[CH:3]=[CH:4][C:5]([C:18]3[O:22][N:21]=[C:20]([C:23]4[CH:28]=[CH:27][C:26]([C:29]([CH3:34])([CH3:35])[C:30]([F:33])([F:31])[F:32])=[CH:25][CH:24]=4)[N:19]=3)=[N:6]2)=[O:13])[CH2:39][CH2:38]1. (4) Given the reactants [CH3:1][C:2]1([CH3:15])[CH:10]2[CH:5]([C:6](=O)[CH2:7][CH2:8][CH2:9]2)[C:4]([CH3:13])([CH3:12])[CH:3]1[CH3:14].CC1(C)C2CCCC(=O)C=2C(C)(C)C1C.CC1(C)C2C(C(=O)C(=O)CC2)C(C)(C)C1C.[C:47]([NH2:50])(=[S:49])[CH3:48], predict the reaction product. The product is: [CH3:48][C:47]1[S:49][C:7]2[CH2:8][CH2:9][CH:10]3[CH:5]([C:4]([CH3:13])([CH3:12])[CH:3]([CH3:14])[C:2]3([CH3:15])[CH3:1])[C:6]=2[N:50]=1. (5) Given the reactants [O:1]=[C:2]1[CH2:7][CH2:6][CH2:5][CH2:4][CH:3]1[C:8]([O:10]CC)=[O:9].[OH-].[Na+].Cl, predict the reaction product. The product is: [O:1]=[C:2]1[CH2:7][CH2:6][CH2:5][CH2:4][CH:3]1[C:8]([OH:10])=[O:9]. (6) Given the reactants [CH3:1][C:2]1[CH:7]=[CH:6][N:5]=[C:4]([CH2:8][O:9][C:10]2[C:11]([C:16]3[CH:33]=[CH:32][C:19]4[CH2:20][CH2:21][N:22](C(OC(C)(C)C)=O)[CH2:23][CH2:24][C:18]=4[CH:17]=3)=[N:12][CH:13]=[CH:14][CH:15]=2)[CH:3]=1.Cl, predict the reaction product. The product is: [CH3:1][C:2]1[CH:7]=[CH:6][N:5]=[C:4]([CH2:8][O:9][C:10]2[C:11]([C:16]3[CH:33]=[CH:32][C:19]4[CH2:20][CH2:21][NH:22][CH2:23][CH2:24][C:18]=4[CH:17]=3)=[N:12][CH:13]=[CH:14][CH:15]=2)[CH:3]=1. (7) Given the reactants Br[C:2]1[C:3]([CH3:25])=[C:4]([CH:21]=[CH:22][C:23]=1[CH3:24])[CH2:5][NH:6][C:7]1[CH:20]=[CH:19][C:10]2[C@H:11]([CH2:14][C:15]([O:17][CH3:18])=[O:16])[CH2:12][O:13][C:9]=2[CH:8]=1.[CH3:26][O:27][C:28]1[N:33]=[CH:32][C:31](B(O)O)=[CH:30][CH:29]=1.C(=O)([O-])[O-].[Na+].[Na+].C1(P(C2CCCCC2)C2C=CC=CC=2C2C(OC)=CC=CC=2OC)CCCCC1, predict the reaction product. The product is: [CH3:26][O:27][C:28]1[N:33]=[CH:32][C:31]([C:2]2[C:3]([CH3:25])=[C:4]([CH:21]=[CH:22][C:23]=2[CH3:24])[CH2:5][NH:6][C:7]2[CH:20]=[CH:19][C:10]3[C@H:11]([CH2:14][C:15]([O:17][CH3:18])=[O:16])[CH2:12][O:13][C:9]=3[CH:8]=2)=[CH:30][CH:29]=1. (8) Given the reactants [CH3:1][O:2][C:3]1[C:4]([O:26][CH2:27][CH2:28][CH2:29][O:30][CH3:31])=[CH:5][C:6]2[CH2:15][CH:14]([CH:16]([CH3:18])[CH3:17])[N:13]3[C:8](=[CH:9][C:10](=[O:24])[C:11]([C:19]([O:21]CC)=[O:20])=[CH:12]3)[C:7]=2[CH:25]=1.[OH-].[Na+].Cl, predict the reaction product. The product is: [CH3:1][O:2][C:3]1[C:4]([O:26][CH2:27][CH2:28][CH2:29][O:30][CH3:31])=[CH:5][C:6]2[CH2:15][CH:14]([CH:16]([CH3:18])[CH3:17])[N:13]3[C:8](=[CH:9][C:10](=[O:24])[C:11]([C:19]([OH:21])=[O:20])=[CH:12]3)[C:7]=2[CH:25]=1. (9) Given the reactants [NH2:1][C:2]1[CH:7]=[CH:6][C:5]([C:8]2[S:9][CH:10]=[CH:11][CH:12]=2)=[CH:4][C:3]=1[NH:13][C:14](=[O:23])[C:15]1[CH:20]=[CH:19][C:18]([C:21]#[N:22])=[CH:17][CH:16]=1.[CH2:24](N)[CH2:25][NH2:26].C(=S)=S, predict the reaction product. The product is: [NH2:1][C:2]1[CH:7]=[CH:6][C:5]([C:8]2[S:9][CH:10]=[CH:11][CH:12]=2)=[CH:4][C:3]=1[NH:13][C:14](=[O:23])[C:15]1[CH:20]=[CH:19][C:18]([C:21]2[NH:26][CH2:25][CH2:24][N:22]=2)=[CH:17][CH:16]=1.